Task: Predict which catalyst facilitates the given reaction.. Dataset: Catalyst prediction with 721,799 reactions and 888 catalyst types from USPTO Reactant: Cl.Cl[CH:3]1[CH2:8][CH2:7][CH2:6][N:5]([CH2:9][CH3:10])[CH2:4]1.C([O-])([O-])=O.[K+].[K+].[F:17][C:18]1[CH:46]=[CH:45][CH:44]=[C:43]([F:47])[C:19]=1[CH2:20][N:21]1[C:26]2[CH:27]=[CH:28][CH:29]=[CH:30][C:25]=2[S:24](=[O:32])(=[O:31])[N:23](CCC2C(C)=NOC=2C)[C:22]1=[O:42]. Product: [F:17][C:18]1[CH:46]=[CH:45][CH:44]=[C:43]([F:47])[C:19]=1[CH2:20][N:21]1[C:26]2[CH:27]=[CH:28][CH:29]=[CH:30][C:25]=2[S:24](=[O:32])(=[O:31])[N:23]([CH:3]2[CH2:8][CH2:7][CH2:6][N:5]([CH2:9][CH3:10])[CH2:4]2)[C:22]1=[O:42]. The catalyst class is: 3.